This data is from CYP1A2 inhibition data for predicting drug metabolism from PubChem BioAssay. The task is: Regression/Classification. Given a drug SMILES string, predict its absorption, distribution, metabolism, or excretion properties. Task type varies by dataset: regression for continuous measurements (e.g., permeability, clearance, half-life) or binary classification for categorical outcomes (e.g., BBB penetration, CYP inhibition). Dataset: cyp1a2_veith. (1) The result is 0 (non-inhibitor). The molecule is O=C(c1ccco1)N1CCC2(CC1)CCN(C(c1ccccc1)c1ccccc1)CC2. (2) The compound is CCC/C=C(\CCC)C(NC(=O)C(C)(C)C)c1ccc(C(=O)OC)cc1. The result is 0 (non-inhibitor). (3) The molecule is O=C(O)CCC(O)=C1S(=O)(=O)OCCOS1(=O)=O.[Na]. The result is 0 (non-inhibitor).